This data is from M1 muscarinic receptor antagonist screen with 61,756 compounds. The task is: Binary Classification. Given a drug SMILES string, predict its activity (active/inactive) in a high-throughput screening assay against a specified biological target. (1) The molecule is O(c1cc(C(=O)Nc2cc(NC(=O)c3occc3)ccc2OC)ccc1)CCC. The result is 0 (inactive). (2) The molecule is O1c2cc(CNC(=O)CN(c3c(cccc3)C)C(=O)CCC(=O)Nc3ncccc3)ccc2OC1. The result is 0 (inactive). (3) The drug is N1(C2CCCC2)CCN(CC1)c1n2nc(c(c2nc(c1)C)c1ccccc1)C. The result is 0 (inactive). (4) The molecule is S(=O)(=O)(n1nc(cc1C)C)c1c(c(c(cc1)C)C)C. The result is 0 (inactive). (5) The compound is Clc1cc(NCc2n(c3ccccc3)c(SCC(OCC)=O)nn2)ccc1. The result is 0 (inactive). (6) The molecule is O=C1N(C(=O)C2C1C1CC2C=C1)CNc1ccc(cc1)C. The result is 0 (inactive).